This data is from Catalyst prediction with 721,799 reactions and 888 catalyst types from USPTO. The task is: Predict which catalyst facilitates the given reaction. (1) Reactant: [CH2:1]1[C:9]2[C:4](=[CH:5][CH:6]=[CH:7][CH:8]=2)[CH2:3][CH:2]1[O:10][C:11]1[CH:12]=[C:13]([C:19]2[CH2:23][C@:22]([CH2:26][CH2:27][OH:28])([CH2:24]O)[O:21][N:20]=2)[CH:14]=[CH:15][C:16]=1[O:17][CH3:18].C1(P(C2C=CC=CC=2)C2C=CC=CC=2)C=CC=CC=1.C1(=O)NC(=O)CC1.CC(OC(/N=N/C(OC(C)C)=O)=O)C. Product: [CH2:3]1[C:4]2[C:9](=[CH:8][CH:7]=[CH:6][CH:5]=2)[CH2:1][CH:2]1[O:10][C:11]1[CH:12]=[C:13]([C:19]2[CH2:23][C@@:22]3([CH2:26][CH2:27][O:28][CH2:24]3)[O:21][N:20]=2)[CH:14]=[CH:15][C:16]=1[O:17][CH3:18]. The catalyst class is: 7. (2) Reactant: [F:1][C:2]1[CH:3]=[C:4]([CH:22]=[CH:23][CH:24]=1)[CH2:5][O:6][C:7]1[CH:12]=[CH:11][C:10]([N:13]2[C:17](=[O:18])[CH2:16][C@H:15](C(O)=O)[CH2:14]2)=[CH:9][CH:8]=1.C[N:26]1CCOCC1.[Cl:32]C(OCC(C)C)=O.[N-]=[N+]=[N-].[Na+]. Product: [ClH:32].[NH2:26][C@@H:15]1[CH2:14][N:13]([C:10]2[CH:11]=[CH:12][C:7]([O:6][CH2:5][C:4]3[CH:22]=[CH:23][CH:24]=[C:2]([F:1])[CH:3]=3)=[CH:8][CH:9]=2)[C:17](=[O:18])[CH2:16]1. The catalyst class is: 38. (3) Product: [F:16][C@@H:17]1[CH2:21][CH2:20][N:19]([CH2:2][CH2:3][O:4][C:5]2[CH:6]=[C:7]([CH:13]=[CH:14][CH:15]=2)[C:8]([O:10][CH2:11][CH3:12])=[O:9])[CH2:18]1. Reactant: Br[CH2:2][CH2:3][O:4][C:5]1[CH:6]=[C:7]([CH:13]=[CH:14][CH:15]=1)[C:8]([O:10][CH2:11][CH3:12])=[O:9].[F:16][C@@H:17]1[CH2:21][CH2:20][NH:19][CH2:18]1.C([O-])([O-])=O.[K+].[K+]. The catalyst class is: 10. (4) Product: [F:34][C:2]([F:1])([F:33])[C:3]1[CH:4]=[C:5]([C@H:13]([O:15][C@H:16]2[O:24][CH2:23][C@@H:19]3[CH2:20][N:21]([C:45]4[S:46][C:47]([C:50]([O:52][CH2:53][CH3:54])=[O:51])=[CH:48][N:49]=4)[CH2:22][C@H:18]3[C@@H:17]2[C:25]2[CH:30]=[CH:29][C:28]([F:31])=[CH:27][C:26]=2[CH3:32])[CH3:14])[CH:6]=[C:7]([C:9]([F:12])([F:10])[F:11])[CH:8]=1. Reactant: [F:1][C:2]([F:34])([F:33])[C:3]1[CH:4]=[C:5]([C@H:13]([O:15][C@H:16]2[O:24][CH2:23][C@@H:19]3[CH2:20][NH:21][CH2:22][C@H:18]3[C@@H:17]2[C:25]2[CH:30]=[CH:29][C:28]([F:31])=[CH:27][C:26]=2[CH3:32])[CH3:14])[CH:6]=[C:7]([C:9]([F:12])([F:11])[F:10])[CH:8]=1.C(N(CC)C(C)C)(C)C.Br[C:45]1[S:46][C:47]([C:50]([O:52][CH2:53][CH3:54])=[O:51])=[CH:48][N:49]=1. The catalyst class is: 12. (5) Reactant: [CH2:1]([O:3][C:4]([CH:6]1[CH2:10][CH2:9][N:8](C(OC(C)(C)C)=O)[CH2:7]1)=[O:5])[CH3:2].S(Cl)([Cl:20])=O. Product: [ClH:20].[CH2:1]([O:3][C:4]([CH:6]1[CH2:10][CH2:9][NH:8][CH2:7]1)=[O:5])[CH3:2]. The catalyst class is: 8. (6) Reactant: [F:1][C:2]1[CH:7]=[CH:6][C:5]([NH:8][C:9](=[NH:21])[CH2:10][C:11]([C:13]2[CH:18]=[CH:17][C:16]([O:19][CH3:20])=[CH:15][CH:14]=2)=[O:12])=[CH:4][CH:3]=1.[C:22](OC)(=[O:25])[C:23]#[CH:24]. Product: [NH2:21][C:9]1[N:8]([C:5]2[CH:4]=[CH:3][C:2]([F:1])=[CH:7][CH:6]=2)[C:22](=[O:25])[CH:23]=[CH:24][C:10]=1[C:11](=[O:12])[C:13]1[CH:14]=[CH:15][C:16]([O:19][CH3:20])=[CH:17][CH:18]=1. The catalyst class is: 5. (7) Reactant: [OH:1][C:2]1[CH:7]=[CH:6][C:5]([C:8](=O)/[CH:9]=[CH:10]/[C:11]2[CH:12]=[C:13]([CH:19]=[CH:20][CH:21]=2)[O:14][CH2:15][C:16]([OH:18])=[O:17])=[CH:4][C:3]=1[CH3:23].[NH2:24][C:25]([NH2:27])=[O:26]. Product: [OH:1][C:2]1[CH:7]=[CH:6][C:5]([C:8]2[CH:9]=[C:10]([C:11]3[CH:12]=[C:13]([O:14][CH2:15][C:16]([OH:18])=[O:17])[CH:19]=[CH:20][CH:21]=3)[NH:24][C:25](=[O:26])[N:27]=2)=[CH:4][C:3]=1[CH3:23]. The catalyst class is: 89.